Dataset: Reaction yield outcomes from USPTO patents with 853,638 reactions. Task: Predict the reaction yield, written as a fraction of the theoretical maximum amount of product (1.0 means a 100% yield; for example, 0.34 means a 34% yield). The reactants are [NH2:1][C:2]([NH2:4])=[O:3].N[C:6]1[CH:7]=[C:8]([CH:12]=[CH:13][C:14]=1N)[C:9]([OH:11])=[O:10].O.Cl. The catalyst is C(O)CCCC. The product is [N:1]1[C:2](=[O:3])[N:4]=[C:13]2[CH:12]=[C:8]([C:9]([OH:11])=[O:10])[CH:7]=[CH:6][C:14]=12. The yield is 0.840.